Dataset: Reaction yield outcomes from USPTO patents with 853,638 reactions. Task: Predict the reaction yield, written as a fraction of the theoretical maximum amount of product (1.0 means a 100% yield; for example, 0.34 means a 34% yield). (1) The reactants are C1(P(=O)(C2C=CC=CC=2)C2C=CC=CC=2)C=CC=CC=1.FC(F)(F)S(OS(C(F)(F)F)(=O)=O)(=O)=O.C([S:43][C:44]([CH3:82])([CH2:59][NH:60][C:61]([C:63]1[NH:64][C:65]2[C:70]([CH:71]=1)=[CH:69][CH:68]=[CH:67][C:66]=2[N:72]([CH3:81])[S:73]([C:76]1[S:77][CH:78]=[CH:79][CH:80]=1)(=[O:75])=[O:74])=O)[CH2:45][N:46]1[CH2:51][CH2:50][N:49](C(OC(C)(C)C)=O)[CH2:48][CH2:47]1)C1C=CC=CC=1.C(=O)([O-])O.[Na+]. The catalyst is C(#N)C. The product is [CH3:81][N:72]([C:66]1[CH:67]=[CH:68][CH:69]=[C:70]2[C:65]=1[NH:64][C:63]([C:61]1[S:43][C:44]([CH3:82])([CH2:45][N:46]3[CH2:51][CH2:50][NH:49][CH2:48][CH2:47]3)[CH2:59][N:60]=1)=[CH:71]2)[S:73]([C:76]1[S:77][CH:78]=[CH:79][CH:80]=1)(=[O:75])=[O:74]. The yield is 0.450. (2) The reactants are [Cl:1][CH2:2][CH2:3][N:4]([CH2:15][CH2:16][Cl:17])[P:5](Cl)([N:7]([CH2:11][CH2:12][Cl:13])[CH2:8][CH2:9][Cl:10])=[O:6].[OH:18][CH2:19][CH2:20][S:21][CH2:22][CH2:23][OH:24].CC(C)([O-])C.[K+]. The catalyst is O1CCCC1.C(OCC)(=O)C. The product is [Cl:17][CH2:16][CH2:15][N:4]([CH2:3][CH2:2][Cl:1])[P:5]([N:7]([CH2:11][CH2:12][Cl:13])[CH2:8][CH2:9][Cl:10])(=[O:6])[O:18][CH2:19][CH2:20][S:21][CH2:22][CH2:23][OH:24]. The yield is 0.426. (3) The reactants are [F:1][CH:2]1[CH2:7][N:6]([C:8]([C:10]2[N:11]=[C:12]([CH3:21])[S:13][C:14]=2[C:15]2[CH:20]=[CH:19][CH:18]=[CH:17][CH:16]=2)=[O:9])[CH:5]([CH2:22][NH:23]C(=O)OC(C)(C)C)[CH2:4][CH2:3]1. The catalyst is C(Cl)Cl. The product is [NH2:23][CH2:22][CH:5]1[CH2:4][CH2:3][CH:2]([F:1])[CH2:7][N:6]1[C:8]([C:10]1[N:11]=[C:12]([CH3:21])[S:13][C:14]=1[C:15]1[CH:20]=[CH:19][CH:18]=[CH:17][CH:16]=1)=[O:9]. The yield is 0.420. (4) The reactants are [NH2:1][C:2]1[C:11]([N+:12]([O-])=O)=[CH:10][CH:9]=[CH:8][C:3]=1[C:4]([NH:6][CH3:7])=[O:5]. The catalyst is CCOC(C)=O.[Pd]. The product is [NH2:1][C:2]1[C:11]([NH2:12])=[CH:10][CH:9]=[CH:8][C:3]=1[C:4]([NH:6][CH3:7])=[O:5]. The yield is 0.910. (5) The reactants are CN(C)C(N(C)C)=N.[CH3:9][O:10][C:11](=[O:40])[CH:12](P(OC)(OC)=O)[NH:13][C:14](=[O:33])[C:15]1[CH:20]=[CH:19][C:18]([C:21]([NH:23][CH2:24][C:25]2[CH:30]=[CH:29][CH:28]=[C:27]([OH:31])[CH:26]=2)=[O:22])=[CH:17][C:16]=1[Br:32].CC(C)(OC([N:47]1[C:51]2[CH:52]=[CH:53][C:54]([CH:56]=O)=[CH:55][C:50]=2[N:49]=[N:48]1)=O)C. The product is [CH3:9][O:10][C:11](=[O:40])/[C:12](/[NH:13][C:14](=[O:33])[C:15]1[CH:20]=[CH:19][C:18]([C:21]([NH:23][CH2:24][C:25]2[CH:30]=[CH:29][CH:28]=[C:27]([OH:31])[CH:26]=2)=[O:22])=[CH:17][C:16]=1[Br:32])=[CH:56]/[C:54]1[CH:53]=[CH:52][C:51]2[NH:47][N:48]=[N:49][C:50]=2[CH:55]=1. The yield is 0.660. The catalyst is O1CCCC1. (6) The reactants are Br[C:2]1[CH:12]=[CH:11][CH:10]=[C:9]([O:13][CH3:14])[C:3]=1[C:4]([O:6][CH2:7][CH3:8])=[O:5].CC1(C)C(C)(C)OB([C:23]2[NH:27][N:26]=[CH:25][CH:24]=2)O1.C([O-])([O-])=O.[Na+].[Na+]. The catalyst is COCCOC.O.C1C=CC([P]([Pd]([P](C2C=CC=CC=2)(C2C=CC=CC=2)C2C=CC=CC=2)([P](C2C=CC=CC=2)(C2C=CC=CC=2)C2C=CC=CC=2)[P](C2C=CC=CC=2)(C2C=CC=CC=2)C2C=CC=CC=2)(C2C=CC=CC=2)C2C=CC=CC=2)=CC=1. The product is [CH3:14][O:13][C:9]1[CH:10]=[CH:11][CH:12]=[C:2]([C:23]2[NH:27][N:26]=[CH:25][CH:24]=2)[C:3]=1[C:4]([O:6][CH2:7][CH3:8])=[O:5]. The yield is 0.330. (7) The reactants are [N+:1]([CH:4]([C:10]1[CH:19]=[CH:18][C:17]2[C:12](=[CH:13][CH:14]=[CH:15][C:16]=2[CH2:20][CH:21]=[CH2:22])[N:11]=1)[C:5]([O:7][CH2:8][CH3:9])=[O:6])([O-])=O.[C:23](O)(=O)C. The catalyst is [Zn]. The product is [CH2:20]([C:16]1[CH:15]=[CH:14][CH:13]=[C:12]2[C:17]=1[CH:18]=[CH:19][C:10]1[N:11]2[CH:23]=[N:1][C:4]=1[C:5]([O:7][CH2:8][CH3:9])=[O:6])[CH:21]=[CH2:22]. The yield is 0.480. (8) The reactants are FC(F)(F)C(O)=O.[NH2:8][CH2:9][CH2:10][CH2:11][C:12]1[C:13]([C:17]2[N:21]([C:22]3[CH:27]=[CH:26][C:25]([F:28])=[C:24]([Cl:29])[CH:23]=3)C(=O)[O:19][N:18]=2)=[N:14][O:15][N:16]=1.[S:31](N)([NH2:34])(=[O:33])=[O:32].[OH-].[Na+]. The catalyst is N1C=CC=CC=1.O. The product is [NH2:34][S:31]([NH:8][CH2:9][CH2:10][CH2:11][C:12]1[C:13]([C:17](=[N:18][OH:19])[NH:21][C:22]2[CH:27]=[CH:26][C:25]([F:28])=[C:24]([Cl:29])[CH:23]=2)=[N:14][O:15][N:16]=1)(=[O:33])=[O:32]. The yield is 0.840.